This data is from Forward reaction prediction with 1.9M reactions from USPTO patents (1976-2016). The task is: Predict the product of the given reaction. (1) Given the reactants C[O:2][C:3]([C:5]1[CH:26]=[CH:25][C:8]2[N:9]([CH2:18][CH:19]3[CH2:24][CH2:23][CH2:22][CH2:21][CH2:20]3)[C:10]([CH2:12][C:13]3[S:14][CH:15]=[CH:16][CH:17]=3)=[N:11][C:7]=2[CH:6]=1)=[O:4].[OH-].[Na+].Cl, predict the reaction product. The product is: [CH:19]1([CH2:18][N:9]2[C:8]3[CH:25]=[CH:26][C:5]([C:3]([OH:4])=[O:2])=[CH:6][C:7]=3[N:11]=[C:10]2[CH2:12][C:13]2[S:14][CH:15]=[CH:16][CH:17]=2)[CH2:24][CH2:23][CH2:22][CH2:21][CH2:20]1. (2) The product is: [Br:1][C:2]1[CH:3]=[C:4]([CH2:9][S:12]([CH3:11])(=[O:14])=[O:13])[C:5]([Cl:8])=[N:6][CH:7]=1. Given the reactants [Br:1][C:2]1[CH:3]=[C:4]([CH2:9]Cl)[C:5]([Cl:8])=[N:6][CH:7]=1.[CH3:11][S:12]([O-:14])=[O:13].[Na+], predict the reaction product. (3) The product is: [Cl:9][C:10]1[N:11]=[C:12]([N:23]2[CH2:28][CH2:27][O:26][CH2:25][C@@H:24]2[CH3:29])[C:13]2[CH:18]([CH3:2])[S:17](=[O:19])(=[O:20])[C:16]([CH3:21])([CH3:22])[C:14]=2[N:15]=1. Given the reactants [Li+].[CH3:2]C([N-]C(C)C)C.[Cl:9][C:10]1[N:11]=[C:12]([N:23]2[CH2:28][CH2:27][O:26][CH2:25][C@@H:24]2[CH3:29])[C:13]2[CH2:18][S:17](=[O:20])(=[O:19])[C:16]([CH3:22])([CH3:21])[C:14]=2[N:15]=1.CI, predict the reaction product. (4) The product is: [F:16][C:17]1[CH:22]=[CH:21][C:20]([C:2]2[CH:10]=[C:9]([C:11]([O:13][CH3:14])=[O:12])[CH:8]=[C:7]3[C:3]=2[CH:4]=[CH:5][N:6]3[CH3:15])=[CH:19][CH:18]=1. Given the reactants Br[C:2]1[CH:10]=[C:9]([C:11]([O:13][CH3:14])=[O:12])[CH:8]=[C:7]2[C:3]=1[CH:4]=[CH:5][N:6]2[CH3:15].[F:16][C:17]1[CH:22]=[CH:21][C:20](B(O)O)=[CH:19][CH:18]=1.C(NC(C)C)(C)C.CN(C)C=O, predict the reaction product. (5) Given the reactants [Cl:1][C:2]1[N:3]=[C:4]([N:13]2[CH2:18][CH2:17][O:16][CH2:15][CH2:14]2)[C:5]2[S:10][C:9]([CH:11]=O)=[CH:8][C:6]=2[N:7]=1.Cl.[CH3:20][S:21]([N:24]1[CH2:30][CH2:29][CH2:28][NH:27][CH2:26][CH2:25]1)(=[O:23])=[O:22], predict the reaction product. The product is: [Cl:1][C:2]1[N:3]=[C:4]([N:13]2[CH2:18][CH2:17][O:16][CH2:15][CH2:14]2)[C:5]2[S:10][C:9]([CH2:11][N:27]3[CH2:28][CH2:29][CH2:30][N:24]([S:21]([CH3:20])(=[O:22])=[O:23])[CH2:25][CH2:26]3)=[CH:8][C:6]=2[N:7]=1. (6) Given the reactants [N:1]1([C:7]2[N:12]=[C:11]([N:13]3[CH:18]4[CH2:19][CH2:20][CH:14]3[CH2:15][O:16][CH2:17]4)[N:10]=[C:9]([C:21]3[CH:27]=[CH:26][C:24]([NH2:25])=[CH:23][CH:22]=3)[N:8]=2)[CH2:6][CH2:5][O:4][CH2:3][CH2:2]1.Cl[C:29](Cl)([O:31]C(=O)OC(Cl)(Cl)Cl)Cl.[CH3:40][CH2:41][N:42]([CH2:45][CH2:46][O:47][C:48]([C:50]1[CH:51]=[CH:52][C:53]([NH2:56])=[CH:54][CH:55]=1)=[O:49])[CH2:43][CH3:44].Cl, predict the reaction product. The product is: [N:1]1([C:7]2[N:12]=[C:11]([N:13]3[CH:14]4[CH2:20][CH2:19][CH:18]3[CH2:17][O:16][CH2:15]4)[N:10]=[C:9]([C:21]3[CH:27]=[CH:26][C:24]([NH:25][C:29]([NH:56][C:53]4[CH:54]=[CH:55][C:50]([C:48]([O:47][CH2:46][CH2:45][N:42]([CH2:41][CH3:40])[CH2:43][CH3:44])=[O:49])=[CH:51][CH:52]=4)=[O:31])=[CH:23][CH:22]=3)[N:8]=2)[CH2:2][CH2:3][O:4][CH2:5][CH2:6]1.